Task: Predict the reaction yield, written as a fraction of the theoretical maximum amount of product (1.0 means a 100% yield; for example, 0.34 means a 34% yield).. Dataset: Reaction yield outcomes from USPTO patents with 853,638 reactions (1) The reactants are Cl.O1CCOCC1.C(OC([N:15]1[C:24]2[C:19](=[CH:20][CH:21]=[C:22]([N:25]3[CH2:29][CH2:28][N:27]([C:30]4[CH:31]=[N:32][CH:33]=[CH:34][C:35]=4[CH3:36])[C:26]3=[O:37])[CH:23]=2)[CH2:18][CH2:17][C:16]1=[O:38])=O)(C)(C)C.C(OC(=O)C)C. The catalyst is CCCCCC. The product is [CH3:36][C:35]1[CH:34]=[CH:33][N:32]=[CH:31][C:30]=1[N:27]1[CH2:28][CH2:29][N:25]([C:22]2[CH:23]=[C:24]3[C:19]([CH2:18][CH2:17][C:16](=[O:38])[NH:15]3)=[CH:20][CH:21]=2)[C:26]1=[O:37]. The yield is 0.355. (2) The reactants are Br[C:2]1[C:7](=[O:8])[N:6]2[CH:9]=[CH:10][CH:11]=[CH:12][C:5]2=[N:4][C:3]=1[NH:13][CH2:14][CH2:15][CH3:16].BrC1C(=O)N2C=CC=CC2=NC=1CCCC.[Cl:33][C:34]1[CH:39]=[CH:38][C:37](B(O)O)=[CH:36][CH:35]=1.COC1C=CC(B(O)O)=CC=1. No catalyst specified. The product is [Cl:33][C:34]1[CH:39]=[CH:38][C:37]([C:2]2[C:7](=[O:8])[N:6]3[CH:9]=[CH:10][CH:11]=[CH:12][C:5]3=[N:4][C:3]=2[NH:13][CH2:14][CH2:15][CH3:16])=[CH:36][CH:35]=1. The yield is 0.920. (3) The reactants are [CH3:1][O:2][C:3]([C@H:5]1[CH2:9][CH2:8][C@@H:7]([C:10]2[CH:15]=[CH:14][CH:13]=[C:12]([F:16])[CH:11]=2)[NH:6]1)=[O:4].CCN(CC)CC.[Cl:24][C:25]1[CH:30]=[CH:29][C:28]([S:31](Cl)(=[O:33])=[O:32])=[CH:27][CH:26]=1. The catalyst is ClCCCl. The product is [CH3:1][O:2][C:3]([C@H:5]1[CH2:9][CH2:8][C@@H:7]([C:10]2[CH:15]=[CH:14][CH:13]=[C:12]([F:16])[CH:11]=2)[N:6]1[S:31]([C:28]1[CH:29]=[CH:30][C:25]([Cl:24])=[CH:26][CH:27]=1)(=[O:33])=[O:32])=[O:4]. The yield is 0.750. (4) The reactants are [O:1]=[C:2]1[C:7]2[CH:8]=[C:9]([C:11]3[CH:12]=[CH:13][CH:14]=[C:15]4[C:20]=3[N:19]=[C:18]([NH:21][C@H:22]3[CH2:27][CH2:26][CH2:25][N:24](C(OC(C)(C)C)=O)[CH2:23]3)[CH:17]=[CH:16]4)[NH:10][C:6]=2[CH2:5][CH2:4][NH:3]1.[C:35]([OH:41])([C:37]([F:40])([F:39])[F:38])=[O:36]. The catalyst is C(Cl)Cl. The product is [F:38][C:37]([F:40])([F:39])[C:35]([OH:41])=[O:36].[NH:24]1[CH2:25][CH2:26][CH2:27][C@H:22]([NH:21][C:18]2[CH:17]=[CH:16][C:15]3[C:20](=[C:11]([C:9]4[NH:10][C:6]5[CH2:5][CH2:4][NH:3][C:2](=[O:1])[C:7]=5[CH:8]=4)[CH:12]=[CH:13][CH:14]=3)[N:19]=2)[CH2:23]1. The yield is 0.510. (5) The reactants are [CH3:1][C@@:2]([OH:34])([C:30]([CH3:33])([CH3:32])[CH3:31])[C@@H:3]1[C@:8]2([O:28][CH3:29])[C@@H:9]3[O:23][C:18]4=[C:19]([OH:22])[CH:20]=[CH:21][C:16]5=[C:17]4[C@:10]43[CH2:11][CH2:12][N:13]([CH2:24][CH:25]3[CH2:27][CH2:26]3)[C@H:14]([CH2:15]5)[C@@:5]4([CH2:6][CH2:7]2)[CH2:4]1.Cl. The catalyst is C(=O)([O-])[O-].[Na+].[Na+]. The product is [CH3:1][C@@:2]([OH:34])([C:30]([CH3:33])([CH3:32])[CH3:31])[C@@H:3]1[C@:8]2([O:28][CH3:29])[C@@H:9]3[O:23][C:18]4=[C:19]([OH:22])[CH:20]=[CH:21][C:16]5=[C:17]4[C@:10]43[CH2:11][CH2:12][N:13]([CH2:24][CH:25]3[CH2:26][CH2:27]3)[C@H:14]([CH2:15]5)[C@@:5]4([CH2:6][CH2:7]2)[CH2:4]1. The yield is 0.850. (6) The reactants are [N:1]12[CH2:8][CH2:7][N:4]([CH2:5][CH2:6]1)[CH2:3][CH:2]2[CH2:9][NH:10][C:11]1[N:12]=[CH:13][C:14]([C:17]2[N:18]=[C:19]([N:27]3[CH2:32][CH2:31][C@@H:30]([NH:33][C:34]([C:36]4[NH:37][C:38]([CH3:43])=[C:39]([Cl:42])[C:40]=4[Cl:41])=[O:35])[C@@H:29]([O:44][CH3:45])[CH2:28]3)[S:20][C:21]=2[C:22]([O:24]CC)=[O:23])=[N:15][CH:16]=1.O.[OH-].[Li+]. The catalyst is CO.O. The product is [N:1]12[CH2:8][CH2:7][N:4]([CH2:5][CH2:6]1)[CH2:3][CH:2]2[CH2:9][NH:10][C:11]1[N:12]=[CH:13][C:14]([C:17]2[N:18]=[C:19]([N:27]3[CH2:32][CH2:31][C@@H:30]([NH:33][C:34]([C:36]4[NH:37][C:38]([CH3:43])=[C:39]([Cl:42])[C:40]=4[Cl:41])=[O:35])[C@@H:29]([O:44][CH3:45])[CH2:28]3)[S:20][C:21]=2[C:22]([OH:24])=[O:23])=[N:15][CH:16]=1. The yield is 0.668.